Task: Predict the reactants needed to synthesize the given product.. Dataset: Full USPTO retrosynthesis dataset with 1.9M reactions from patents (1976-2016) (1) Given the product [CH2:18]([N:2]1[CH:3]=[CH:4][C:5]2[N:6]=[C:7]([S:16][CH3:17])[N:8]=[CH:9][C:10]=2[C:11]1=[O:13])[C:20]1[CH:25]=[CH:24][CH:23]=[CH:22][CH:21]=1, predict the reactants needed to synthesize it. The reactants are: C[N:2]([CH3:18])/[CH:3]=[CH:4]/[C:5]1[C:10]([C:11]([O:13]CC)=O)=[CH:9][N:8]=[C:7]([S:16][CH3:17])[N:6]=1.C(N)[C:20]1[CH:25]=[CH:24][CH:23]=[CH:22][CH:21]=1.Cl. (2) The reactants are: [N:1]1[CH:2]=[C:3]([C:10]([O:12][CH2:13][CH3:14])=[O:11])[N:4]2[CH:9]=[CH:8][N:7]=[CH:6][C:5]=12. Given the product [N:1]1[CH:2]=[C:3]([C:10]([O:12][CH2:13][CH3:14])=[O:11])[N:4]2[CH2:9][CH2:8][NH:7][CH2:6][C:5]=12, predict the reactants needed to synthesize it. (3) Given the product [Br:1][C:2]1[CH:11]=[CH:10][C:5]([O:6][CH2:7][CH2:8][O:9][Si:19]([C:22]([CH3:25])([CH3:24])[CH3:23])([CH3:21])[CH3:20])=[CH:4][CH:3]=1, predict the reactants needed to synthesize it. The reactants are: [Br:1][C:2]1[CH:11]=[CH:10][C:5]([O:6][CH2:7][CH2:8][OH:9])=[CH:4][CH:3]=1.C(N(CC)CC)C.[Si:19](Cl)([C:22]([CH3:25])([CH3:24])[CH3:23])([CH3:21])[CH3:20]. (4) Given the product [Cl:5][CH2:6][CH2:7][CH2:8][CH2:9][CH2:10][O:11][C:1](=[O:2])[NH:30][CH2:29][CH2:28][CH2:27][CH:26]([O:25][CH2:23][CH3:24])[O:31][CH2:32][CH3:33], predict the reactants needed to synthesize it. The reactants are: [C:1](Cl)(Cl)=[O:2].[Cl:5][CH2:6][CH2:7][CH2:8][CH2:9][CH2:10][OH:11].C(N(CC)C1C=CC=CC=1)C.[CH2:23]([O:25][CH:26]([O:31][CH2:32][CH3:33])[CH2:27][CH2:28][CH2:29][NH2:30])[CH3:24].C(N(CC)CC)C. (5) Given the product [CH3:43][N:30]([CH3:29])[C:31](=[O:42])[CH2:32][C:33]1[C:38]([F:39])=[CH:37][C:36]([F:40])=[CH:35][C:34]=1[O:7][CH2:8][CH2:9][C@H:10]1[CH2:12][C@@H:11]1[CH:13]1[CH2:18][CH2:17][N:16]([C:19]([O:21][CH2:22][C:23]2[CH:24]=[CH:25][CH:26]=[CH:27][CH:28]=2)=[O:20])[CH2:15][CH2:14]1, predict the reactants needed to synthesize it. The reactants are: CC(C)([O-])C.[Na+].[OH:7][CH2:8][CH2:9][C@H:10]1[CH2:12][C@@H:11]1[CH:13]1[CH2:18][CH2:17][N:16]([C:19]([O:21][CH2:22][C:23]2[CH:28]=[CH:27][CH:26]=[CH:25][CH:24]=2)=[O:20])[CH2:15][CH2:14]1.[CH3:29][N:30]([CH3:43])[C:31](=[O:42])[CH2:32][C:33]1[C:38]([F:39])=[CH:37][C:36]([F:40])=[CH:35][C:34]=1F. (6) Given the product [CH3:1][O:2][C:3]1[CH:7]=[CH:6][S:5][C:4]=1[CH:17]=[O:18], predict the reactants needed to synthesize it. The reactants are: [CH3:1][O:2][C:3]1[CH:7]=[CH:6][S:5][CH:4]=1.P(Cl)(Cl)(Cl)=O.[OH-].[Na+].CN(C)[CH:17]=[O:18]. (7) The reactants are: [ClH:1].[CH3:2][O:3][C:4]1[C:13]2[C:8](=[CH:9][CH:10]=[CH:11][CH:12]=2)[CH:7]=[C:6]([CH2:14][CH:15]([NH2:17])[CH3:16])[CH:5]=1.[Br:18]Br. Given the product [ClH:1].[Br:18][C:7]1[C:8]2[C:13](=[CH:12][CH:11]=[CH:10][CH:9]=2)[C:4]([O:3][CH3:2])=[CH:5][C:6]=1[CH2:14][CH:15]([NH2:17])[CH3:16], predict the reactants needed to synthesize it. (8) Given the product [CH3:27][NH:30][C:24]([CH:13]1[CH2:12][N:11]([C:9]([O:8][CH2:1][C:2]2[CH:7]=[CH:6][CH:5]=[CH:4][CH:3]=2)=[O:10])[CH2:16][CH2:15][N:14]1[C:17]([O:19][C:20]([CH3:23])([CH3:22])[CH3:21])=[O:18])=[O:26], predict the reactants needed to synthesize it. The reactants are: [CH2:1]([O:8][C:9]([N:11]1[CH2:16][CH2:15][N:14]([C:17]([O:19][C:20]([CH3:23])([CH3:22])[CH3:21])=[O:18])[CH:13]([C:24]([OH:26])=O)[CH2:12]1)=[O:10])[C:2]1[CH:7]=[CH:6][CH:5]=[CH:4][CH:3]=1.[CH:27]([N:30](C(C)C)CC)(C)C.Cl.CN.F[P-](F)(F)(F)(F)F.N1(OC(N(C)C)=[N+](C)C)C2N=CC=CC=2N=N1. (9) Given the product [C:1]([OH:5])(=[O:4])[CH:2]=[CH2:3].[CH3:7][C:6]([O:5][C:1]([CH:2]=[CH2:3])=[O:4])([CH3:9])[CH3:8].[F:10][C:11]([F:16])([F:15])[C:12]([OH:14])=[O:13], predict the reactants needed to synthesize it. The reactants are: [C:1]([O:5][C:6]([CH3:9])([CH3:8])[CH3:7])(=[O:4])[CH:2]=[CH2:3].[F:10][C:11]([F:16])([F:15])[C:12]([OH:14])=[O:13]. (10) Given the product [CH3:2][N:3]1[CH:7]=[C:6]([C:8]2[N:13]=[C:12]([C:14]3[CH:15]=[N:16][N:17]([C:19]4([CH2:23][C:24]#[N:25])[CH2:22][N:21]([CH2:45][C:46]([F:52])([F:51])[C:47]([F:50])([F:49])[F:48])[CH2:20]4)[CH:18]=3)[N:11]3[CH:26]=[CH:27][N:28]=[C:10]3[CH:9]=2)[CH:5]=[N:4]1, predict the reactants needed to synthesize it. The reactants are: Cl.[CH3:2][N:3]1[CH:7]=[C:6]([C:8]2[N:13]=[C:12]([C:14]3[CH:15]=[N:16][N:17]([C:19]4([CH2:23][C:24]#[N:25])[CH2:22][NH:21][CH2:20]4)[CH:18]=3)[N:11]3[CH:26]=[CH:27][N:28]=[C:10]3[CH:9]=2)[CH:5]=[N:4]1.C(#N)C.C(N(CC)CC)C.FC(F)(F)S(O[CH2:45][C:46]([F:52])([F:51])[C:47]([F:50])([F:49])[F:48])(=O)=O.